This data is from Full USPTO retrosynthesis dataset with 1.9M reactions from patents (1976-2016). The task is: Predict the reactants needed to synthesize the given product. (1) Given the product [CH2:6]([O:14][C:15]1[C:23]([O:24][CH3:25])=[CH:22][C:18]([C:19]([N:46]2[CH2:47][CH2:48][N:43]([C:36]3[C:37]4[C:42](=[CH:41][CH:40]=[CH:39][CH:38]=4)[N:33]=[CH:34][N:35]=3)[CH2:44][CH2:45]2)=[O:21])=[C:17]([N+:26]([O-:28])=[O:27])[CH:16]=1)[C:7]1[CH:8]=[CH:9][CH:10]=[CH:11][CH:12]=1, predict the reactants needed to synthesize it. The reactants are: CN(C=O)C.[C:6]([O:14][C:15]1[C:23]([O:24][CH3:25])=[CH:22][C:18]([C:19]([OH:21])=O)=[C:17]([N+:26]([O-:28])=[O:27])[CH:16]=1)(=O)[C:7]1[CH:12]=[CH:11][CH:10]=[CH:9][CH:8]=1.S(Cl)(Cl)=O.[N:33]1[C:42]2[C:37](=[CH:38][CH:39]=[CH:40][CH:41]=2)[C:36]([N:43]2[CH2:48][CH2:47][NH:46][CH2:45][CH2:44]2)=[N:35][CH:34]=1. (2) Given the product [C:43]([NH:47][C:34](=[O:36])[C:33]1[CH:37]=[CH:38][CH:39]=[C:31]([O:30][C:29]2[CH:40]=[CH:41][C:26]([NH:25][C:23]3[C:24]4[N:16]([CH2:15][CH2:14][O:13][CH2:12][CH2:11][OH:10])[CH:17]=[CH:18][C:19]=4[N:20]=[CH:21][N:22]=3)=[CH:27][C:28]=2[Cl:42])[CH:32]=1)([CH3:46])([CH3:45])[CH3:44], predict the reactants needed to synthesize it. The reactants are: Cl.C([O:10][CH2:11][CH2:12][O:13][CH2:14][CH2:15][N:16]1[C:24]2[C:23]([NH:25][C:26]3[CH:41]=[CH:40][C:29]([O:30][C:31]4[CH:32]=[C:33]([CH:37]=[CH:38][CH:39]=4)[C:34]([OH:36])=O)=[C:28]([Cl:42])[CH:27]=3)=[N:22][CH:21]=[N:20][C:19]=2[CH:18]=[CH:17]1)(=O)C1C=CC=CC=1.[C:43]([NH2:47])([CH3:46])([CH3:45])[CH3:44].Cl.C(N=C=NCCCN(C)C)C.ON1C2C=CC=CC=2N=N1. (3) Given the product [CH3:2][O:33][C:32](=[O:34])[C:31]1[CH:30]=[CH:29][C:28]([CH2:27][N:26]2[CH2:56][C:52]([C:50](=[O:51])[N:49]([CH2:48][C:47]3[CH:70]=[CH:71][C:72]([Cl:73])=[C:45]([Cl:44])[CH:46]=3)[CH3:69])=[C:53]([OH:68])[C:54]2=[O:67])=[CH:36][CH:35]=1, predict the reactants needed to synthesize it. The reactants are: Cl[C:2]1C=C(C=CC=1Cl)CN(C)C(=O)C=C1C(=O)OC(C)(C)O1.C=O.Cl.[NH2:26][CH2:27][C:28]1[CH:36]=[CH:35][C:31]([C:32]([OH:34])=[O:33])=[CH:30][CH:29]=1.C(N(CC)CC)C.[Cl:44][C:45]1[CH:46]=[C:47]([CH:70]=[CH:71][C:72]=1[Cl:73])[CH2:48][N:49]([CH3:69])[C:50]([C:52]1[CH2:56]N(CCC(NCCC(O)=O)=O)[C:54](=[O:67])[C:53]=1[OH:68])=[O:51].